This data is from Forward reaction prediction with 1.9M reactions from USPTO patents (1976-2016). The task is: Predict the product of the given reaction. The product is: [NH2:1][C:2]1[N:7]=[CH:6][N:5]=[C:4]2[N:8]([CH:12]([C:14]3[C:15]([O:32][CH3:33])=[C:16]([CH:22]4[CH2:25][N:24]([C@H:26]([CH3:31])[C:27]([OH:29])=[O:28])[CH2:23]4)[C:17]([CH3:21])=[C:18]([Cl:20])[CH:19]=3)[CH3:13])[N:9]=[C:10]([CH3:11])[C:3]=12. Given the reactants [NH2:1][C:2]1[N:7]=[CH:6][N:5]=[C:4]2[N:8]([CH:12]([C:14]3[C:15]([O:32][CH3:33])=[C:16]([CH:22]4[CH2:25][N:24]([C@H:26]([CH3:31])[C:27]([O:29]C)=[O:28])[CH2:23]4)[C:17]([CH3:21])=[C:18]([Cl:20])[CH:19]=3)[CH3:13])[N:9]=[C:10]([CH3:11])[C:3]=12.[OH-].[Li+], predict the reaction product.